Dataset: Reaction yield outcomes from USPTO patents with 853,638 reactions. Task: Predict the reaction yield, written as a fraction of the theoretical maximum amount of product (1.0 means a 100% yield; for example, 0.34 means a 34% yield). The reactants are [F:1][C:2]([F:7])([F:6])[C:3]([OH:5])=[O:4].[F:8][C:9]([F:14])([F:13])[C:10]([OH:12])=[O:11].[F:15][C:16]([F:21])([F:20])[C:17]([OH:19])=[O:18].[CH3:22][C:23]1[CH:32]=[C:31]([CH2:33][O:34][C:35]2[CH:40]=[CH:39][C:38]([C:41]3([N:50]4[CH2:55][CH2:54][NH:53][CH2:52][CH2:51]4)[C:46](=[O:47])[NH:45][C:44](=[O:48])[NH:43][C:42]3=[O:49])=[CH:37][CH:36]=2)[C:30]2[C:25](=[CH:26][CH:27]=[CH:28][CH:29]=2)[N:24]=1.[CH:56](=O)[C:57]1[CH:62]=[CH:61][CH:60]=[CH:59][CH:58]=1. No catalyst specified. The product is [F:1][C:2]([F:7])([F:6])[C:3]([OH:5])=[O:4].[F:8][C:9]([F:14])([F:13])[C:10]([OH:12])=[O:11].[F:15][C:16]([F:21])([F:20])[C:17]([OH:19])=[O:18].[CH2:56]([N:53]1[CH2:54][CH2:55][N:50]([C:41]2([C:38]3[CH:37]=[CH:36][C:35]([O:34][CH2:33][C:31]4[C:30]5[C:25](=[CH:26][CH:27]=[CH:28][CH:29]=5)[N:24]=[C:23]([CH3:22])[CH:32]=4)=[CH:40][CH:39]=3)[C:46](=[O:47])[NH:45][C:44](=[O:48])[NH:43][C:42]2=[O:49])[CH2:51][CH2:52]1)[C:57]1[CH:62]=[CH:61][CH:60]=[CH:59][CH:58]=1. The yield is 0.260.